From a dataset of Forward reaction prediction with 1.9M reactions from USPTO patents (1976-2016). Predict the product of the given reaction. (1) Given the reactants [Cl:1][C:2]1[CH:3]=[C:4](I)[CH:5]=[CH:6][C:7]=1[Cl:8].C1(P(C2C=CC=CC=2)C2C=CC=CC=2)C=CC=CC=1.[CH2:29]([OH:32])[C:30]#[CH:31].C(N(C(C)C)CC)(C)C, predict the reaction product. The product is: [Cl:1][C:2]1[CH:3]=[C:4]([C:31]#[C:30][CH2:29][OH:32])[CH:5]=[CH:6][C:7]=1[Cl:8]. (2) Given the reactants [CH3:1][O:2][C@H:3]([CH3:7])[C:4]([OH:6])=O.C[N:9]1CCOCC1.ClC(OCC(C)C)=O.Cl[C:24]1[CH:29]=[C:28]([O:30][C:31]2[C:36]([F:37])=[CH:35][C:34]([NH:38][C:39]([C:41]3([C:44]([NH:46][C:47]4[CH:52]=[CH:51][C:50]([F:53])=[CH:49][CH:48]=4)=[O:45])[CH2:43][CH2:42]3)=[O:40])=[C:33]([F:54])[CH:32]=2)[CH:27]=[CH:26][N:25]=1, predict the reaction product. The product is: [F:54][C:33]1[CH:32]=[C:31]([O:30][C:28]2[CH:27]=[CH:26][N:25]=[C:24]([NH:9][C:4](=[O:6])[C@H:3]([O:2][CH3:1])[CH3:7])[CH:29]=2)[C:36]([F:37])=[CH:35][C:34]=1[NH:38][C:39]([C:41]1([C:44]([NH:46][C:47]2[CH:52]=[CH:51][C:50]([F:53])=[CH:49][CH:48]=2)=[O:45])[CH2:43][CH2:42]1)=[O:40]. (3) Given the reactants Cl[CH2:2][C:3]#[N:4].BrCC1CCCCO1.[NH:13]1[C:21]2[C:16](=[CH:17][CH:18]=[CH:19][CH:20]=2)[C:15]2([C:25]3=[CH:26][C:27]4[O:31][CH2:30][O:29][C:28]=4[CH:32]=[C:24]3[O:23][CH2:22]2)[C:14]1=[O:33], predict the reaction product. The product is: [O:33]=[C:14]1[C:15]2([C:25]3=[CH:26][C:27]4[O:31][CH2:30][O:29][C:28]=4[CH:32]=[C:24]3[O:23][CH2:22]2)[C:16]2[C:21](=[CH:20][CH:19]=[CH:18][CH:17]=2)[N:13]1[CH2:2][C:3]#[N:4]. (4) Given the reactants [CH2:1]([CH:9]1[CH2:14][N:13](S(C2C=CC(C)=CC=2)(=O)=O)[CH2:12][CH2:11][N:10]1S(C1C=CC(C)=CC=1)(=O)=O)[CH2:2][C:3]1[CH:8]=[CH:7][CH:6]=[CH:5][CH:4]=1.C1C2C(=CC=CC=2)C=CC=1, predict the reaction product. The product is: [CH2:1]([CH:9]1[CH2:14][NH:13][CH2:12][CH2:11][NH:10]1)[CH2:2][C:3]1[CH:4]=[CH:5][CH:6]=[CH:7][CH:8]=1. (5) Given the reactants [F:1][C:2]([F:13])([F:12])[C:3]1[CH:11]=[CH:10][C:6]([C:7]([OH:9])=O)=[CH:5][CH:4]=1.C(N1C=CN=C1)(N1C=CN=C1)=O.Cl.[NH2:27][CH2:28][C:29]1[CH:30]=[C:31]2[C:36](=[CH:37][CH:38]=1)[N:35]=[C:34]([CH3:39])[N:33]([CH:40]1[CH2:45][CH2:44][C:43](=[O:46])[NH:42][C:41]1=[O:47])[C:32]2=[O:48], predict the reaction product. The product is: [O:47]=[C:41]1[CH:40]([N:33]2[C:32](=[O:48])[C:31]3[C:36](=[CH:37][CH:38]=[C:29]([CH2:28][NH:27][C:7](=[O:9])[C:6]4[CH:5]=[CH:4][C:3]([C:2]([F:1])([F:13])[F:12])=[CH:11][CH:10]=4)[CH:30]=3)[N:35]=[C:34]2[CH3:39])[CH2:45][CH2:44][C:43](=[O:46])[NH:42]1. (6) Given the reactants [Br:1][C:2]1[N:7]=[C:6]([NH:8][C@@H:9]([CH:11]2[CH2:16][CH2:15][O:14][CH2:13][CH2:12]2)[CH3:10])[CH:5]=[CH:4][CH:3]=1.[Cl:17]N1C(=O)CCC1=O, predict the reaction product. The product is: [Br:1][C:2]1[N:7]=[C:6]([NH:8][C@@H:9]([CH:11]2[CH2:16][CH2:15][O:14][CH2:13][CH2:12]2)[CH3:10])[CH:5]=[CH:4][C:3]=1[Cl:17]. (7) Given the reactants [CH2:1]([NH:8][C:9]1[N:13]([CH2:14][CH3:15])[C:12]2[CH:16]=[CH:17][C:18]([N:20]([C:22]3[CH:27]=[CH:26][N:25]=[C:24]([Cl:28])[N:23]=3)[CH3:21])=[CH:19][C:11]=2[N:10]=1)[C:2]1[CH:7]=[CH:6][CH:5]=[CH:4][CH:3]=1.[CH3:29][NH:30][S:31]([CH2:34][CH2:35][C:36]1[CH:41]=[CH:40][C:39]([NH2:42])=[CH:38][CH:37]=1)(=[O:33])=[O:32], predict the reaction product. The product is: [ClH:28].[CH3:29][NH:30][S:31]([CH2:34][CH2:35][C:36]1[CH:37]=[CH:38][C:39]([NH:42][C:24]2[N:23]=[C:22]([N:20]([C:18]3[CH:17]=[CH:16][C:12]4[N:13]([CH2:14][CH3:15])[C:9]([NH:8][CH2:1][C:2]5[CH:7]=[CH:6][CH:5]=[CH:4][CH:3]=5)=[N:10][C:11]=4[CH:19]=3)[CH3:21])[CH:27]=[CH:26][N:25]=2)=[CH:40][CH:41]=1)(=[O:32])=[O:33]. (8) Given the reactants [NH2:1][C:2]1[N:6]([CH3:7])[C:5](=[O:8])[C:4]([C:15]2[CH:20]=[CH:19][CH:18]=[CH:17][CH:16]=2)([C:9]2[CH:14]=[CH:13][N:12]=[CH:11][CH:10]=2)[N:3]=1.C(O)(=O)C.Cl, predict the reaction product. The product is: [NH2:1][C:2]1[N:6]([CH3:7])[C:5](=[O:8])[C:4]([C:15]2[CH:20]=[CH:19][CH:18]=[CH:17][CH:16]=2)([CH:9]2[CH2:10][CH2:11][NH:12][CH2:13][CH2:14]2)[N:3]=1.